From a dataset of Catalyst prediction with 721,799 reactions and 888 catalyst types from USPTO. Predict which catalyst facilitates the given reaction. (1) The catalyst class is: 35. Reactant: [CH2:1]([N:3]1[CH:11]=[C:10]2[C:5]([CH:6]=[C:7]([C:13]([O:15][CH3:16])=[O:14])[CH:8]=[C:9]2[OH:12])=[N:4]1)[CH3:2].F[C:18]1[CH:23]=[CH:22][C:21]([S:24]([CH3:27])(=[O:26])=[O:25])=[CH:20][CH:19]=1.C(=O)([O-])[O-].[Cs+].[Cs+]. Product: [CH2:1]([N:3]1[CH:11]=[C:10]2[C:5]([CH:6]=[C:7]([C:13]([O:15][CH3:16])=[O:14])[CH:8]=[C:9]2[O:12][C:18]2[CH:23]=[CH:22][C:21]([S:24]([CH3:27])(=[O:26])=[O:25])=[CH:20][CH:19]=2)=[N:4]1)[CH3:2]. (2) Reactant: [BH4-].[Li+].[CH2:3]([N:10]([C@H:18]1[C@@H:22]2[O:23][C:24]([CH3:27])([CH3:26])[O:25][C@@H:21]2[C@@H:20]([O:28][CH2:29][C:30](OC(C)(C)C)=[O:31])[CH2:19]1)[CH2:11][C:12]1[CH:17]=[CH:16][CH:15]=[CH:14][CH:13]=1)[C:4]1[CH:9]=[CH:8][CH:7]=[CH:6][CH:5]=1.CO.[Cl-].[Na+]. Product: [CH2:3]([N:10]([C@H:18]1[C@@H:22]2[O:23][C:24]([CH3:26])([CH3:27])[O:25][C@@H:21]2[C@@H:20]([O:28][CH2:29][CH2:30][OH:31])[CH2:19]1)[CH2:11][C:12]1[CH:13]=[CH:14][CH:15]=[CH:16][CH:17]=1)[C:4]1[CH:5]=[CH:6][CH:7]=[CH:8][CH:9]=1. The catalyst class is: 7. (3) Reactant: [OH:1][C:2]([CH:4]([C:6]1[CH:15]=[CH:14][C:9]([CH2:10][CH:11]([CH3:13])[CH3:12])=[CH:8][CH:7]=1)[CH3:5])=[O:3].[CH2:16]([NH2:24])[CH2:17][CH2:18][CH2:19][CH2:20][CH2:21][CH2:22][CH3:23]. Product: [CH2:16]([NH3+:24])[CH2:17][CH2:18][CH2:19][CH2:20][CH2:21][CH2:22][CH3:23].[O-:3][C:2]([CH:4]([C:6]1[CH:7]=[CH:8][C:9]([CH2:10][CH:11]([CH3:12])[CH3:13])=[CH:14][CH:15]=1)[CH3:5])=[O:1]. The catalyst class is: 10. (4) Reactant: [ClH:1].[CH3:2][S:3]([C:6]1[S:10][C:9]([N:11]2[CH2:15][CH2:14][C:13]3([CH2:20][CH2:19][NH:18][CH2:17][CH2:16]3)[CH2:12]2)=[N:8][N:7]=1)(=[O:5])=[O:4].C(N(CC)CC)C.[CH3:28][C:29]1[C:37]2[CH2:36][O:35][C:34](=[O:38])[C:33]=2[CH:32]=[CH:31][C:30]=1[C@@H:39]1[CH2:41][O:40]1. Product: [ClH:1].[OH:40][C@H:39]([C:30]1[CH:31]=[CH:32][C:33]2[C:34](=[O:38])[O:35][CH2:36][C:37]=2[C:29]=1[CH3:28])[CH2:41][N:18]1[CH2:19][CH2:20][C:13]2([CH2:12][N:11]([C:9]3[S:10][C:6]([S:3]([CH3:2])(=[O:5])=[O:4])=[N:7][N:8]=3)[CH2:15][CH2:14]2)[CH2:16][CH2:17]1. The catalyst class is: 14. (5) Reactant: [O:1]=[C:2]([NH:6][C:7]1[CH:11]=[C:10]([C:12]2[CH:17]=[CH:16][C:15]([CH3:18])=[CH:14][CH:13]=2)[N:9]([CH:19]2[CH2:24][CH2:23][CH2:22][CH2:21][O:20]2)[N:8]=1)[C:3](O)=[O:4].[O:25]1[CH2:30][CH2:29][CH2:28][CH2:27][CH:26]1[N:31]1[C:35]([C:36]2[S:37][CH:38]=[CH:39][CH:40]=2)=[CH:34][C:33](N)=[N:32]1.C1(C)C=CC(C2N(C3CCCCO3)[N:51]=C(N)C=2)=CC=1.COCCN(S(F)(F)F)CCOC. Product: [O:25]1[CH2:30][CH2:29][CH2:28][CH2:27][CH:26]1[N:31]1[C:35]([C:36]2[S:37][CH:38]=[CH:39][CH:40]=2)=[CH:34][C:33]([N:6]([C:7]2[CH:11]=[C:10]([C:12]3[CH:17]=[CH:16][C:15]([CH3:18])=[CH:14][CH:13]=3)[N:9]([CH:19]3[CH2:24][CH2:23][CH2:22][CH2:21][O:20]3)[N:8]=2)[C:2](=[O:1])[C:3]([NH2:51])=[O:4])=[N:32]1. The catalyst class is: 2. (6) Reactant: [Cl:1][C:2]1[N:10]=[CH:9][N:8]=[C:7]2[C:3]=1[N:4]=[CH:5][N:6]2[C@H:11]1[C@@H:15]2[O:16][C:17](C)(C)[O:18][C@@H:14]2[C@@H:13]([CH2:21][OH:22])[CH2:12]1.C1(P(C2C=CC=CC=2)C2C=CC=CC=2)C=CC=CC=1.N(C(OC(C)C)=O)=NC([O:46][CH:47](C)[CH3:48])=O.C1C=CC(OP(OC2C=CC=CC=2)(N=[N+]=[N-])=O)=CC=1. Product: [Cl:1][C:2]1[N:10]=[CH:9][N:8]=[C:7]2[C:3]=1[N:4]=[CH:5][N:6]2[C@H:11]1[C@@H:15]2[O:16][CH:17]([O:46][CH2:47][CH3:48])[O:18][C@@H:14]2[C@@H:13]([CH2:21][OH:22])[CH2:12]1. The catalyst class is: 1. (7) Reactant: [Br:1][C:2]1[C:8]([Cl:9])=[CH:7][C:5]([NH2:6])=[C:4]([N+:10]([O-:12])=[O:11])[CH:3]=1.C(O)(C(F)(F)F)=O.[BH-](OC(C)=O)(OC(C)=O)OC(C)=O.[Na+].[CH3:34][S:35][C:36]1[O:37][C:38]2[CH:44]=[C:43]([CH:45]=O)[CH:42]=[CH:41][C:39]=2[N:40]=1. The catalyst class is: 2. Product: [Br:1][C:2]1[C:8]([Cl:9])=[CH:7][C:5]([NH:6][CH2:45][C:43]2[CH:42]=[CH:41][C:39]3[N:40]=[C:36]([S:35][CH3:34])[O:37][C:38]=3[CH:44]=2)=[C:4]([N+:10]([O-:12])=[O:11])[CH:3]=1.